This data is from Forward reaction prediction with 1.9M reactions from USPTO patents (1976-2016). The task is: Predict the product of the given reaction. (1) Given the reactants [Cl:1][C:2]1[CH:7]=[CH:6][CH:5]=[CH:4][C:3]=1[S:8]([C@H:11]1[CH2:15][N:14]([C:16]([C:18]2([N:21]3[CH2:26][CH2:25][NH:24][CH2:23][CH2:22]3)[CH2:20][CH2:19]2)=[O:17])[C@H:13]([C:27]([NH:29][C:30]2([C:33]#[N:34])[CH2:32][CH2:31]2)=[O:28])[CH2:12]1)(=[O:10])=[O:9].Cl[C:36]([O:38][CH3:39])=[O:37], predict the reaction product. The product is: [Cl:1][C:2]1[CH:7]=[CH:6][CH:5]=[CH:4][C:3]=1[S:8]([C@H:11]1[CH2:15][N:14]([C:16]([C:18]2([N:21]3[CH2:22][CH2:23][N:24]([C:36]([O:38][CH3:39])=[O:37])[CH2:25][CH2:26]3)[CH2:19][CH2:20]2)=[O:17])[C@H:13]([C:27](=[O:28])[NH:29][C:30]2([C:33]#[N:34])[CH2:31][CH2:32]2)[CH2:12]1)(=[O:10])=[O:9]. (2) Given the reactants [Si]([O:8][CH2:9][CH:10]1[C:18]2[C:13](=[C:14]([NH:19][C:20]3[S:21][C:22]([C:25]#[N:26])=[CH:23][N:24]=3)[N:15]=[CH:16][CH:17]=2)[O:12][CH2:11]1)(C(C)(C)C)(C)C.C1C=CN=CC=1.F, predict the reaction product. The product is: [OH:8][CH2:9][CH:10]1[C:18]2[C:13](=[C:14]([NH:19][C:20]3[S:21][C:22]([C:25]#[N:26])=[CH:23][N:24]=3)[N:15]=[CH:16][CH:17]=2)[O:12][CH2:11]1. (3) Given the reactants [C:1]([O:5][C:6]([NH:8][C@@H:9]1[CH2:14][C:13]([C:15]([OH:17])=[O:16])=[CH:12][CH2:11][C@H:10]1[C:18]1[CH:23]=[C:22]([F:24])[C:21]([F:25])=[CH:20][C:19]=1[F:26])=[O:7])([CH3:4])([CH3:3])[CH3:2].[CH3:27][Si](C=[N+]=[N-])(C)C.C(O)(=O)C, predict the reaction product. The product is: [C:1]([O:5][C:6]([NH:8][C@H:9]1[CH2:14][C:13]([C:15]([O:17][CH3:27])=[O:16])=[CH:12][CH2:11][C@@H:10]1[C:18]1[CH:23]=[C:22]([F:24])[C:21]([F:25])=[CH:20][C:19]=1[F:26])=[O:7])([CH3:4])([CH3:2])[CH3:3]. (4) Given the reactants [CH2:1]([O:8][C:9]1[C:17]([F:18])=[CH:16][C:15]([Br:19])=[C:14]2[C:10]=1[CH:11]=[CH:12][NH:13]2)[C:2]1[CH:7]=[CH:6][CH:5]=[CH:4][CH:3]=1.[OH-].[K+].[CH3:22]I.O, predict the reaction product. The product is: [CH2:1]([O:8][C:9]1[C:17]([F:18])=[CH:16][C:15]([Br:19])=[C:14]2[C:10]=1[CH:11]=[CH:12][N:13]2[CH3:22])[C:2]1[CH:3]=[CH:4][CH:5]=[CH:6][CH:7]=1. (5) Given the reactants [C:1]([CH2:3][O:4][C:5]1[C:14]2[C:9](=[CH:10][CH:11]=[CH:12][CH:13]=2)[C:8]([NH:15][C:16](=[O:31])[C:17]2[CH:22]=[C:21]([N:23]3[CH2:28][CH2:27][CH:26]([CH3:29])[CH2:25][CH2:24]3)[CH:20]=[C:19]([F:30])[CH:18]=2)=[CH:7][CH:6]=1)#[N:2].C[Si]([N:36]=[N+:37]=[N-:38])(C)C.C([Sn](=O)CCCC)CCC.CO, predict the reaction product. The product is: [F:30][C:19]1[CH:18]=[C:17]([CH:22]=[C:21]([N:23]2[CH2:24][CH2:25][CH:26]([CH3:29])[CH2:27][CH2:28]2)[CH:20]=1)[C:16]([NH:15][C:8]1[C:9]2[C:14](=[CH:13][CH:12]=[CH:11][CH:10]=2)[C:5]([O:4][CH2:3][C:1]2[N:36]=[N:37][NH:38][N:2]=2)=[CH:6][CH:7]=1)=[O:31]. (6) Given the reactants Cl[C:2]1[N:7]2[N:8]=[C:9]([CH3:11])[CH:10]=[C:6]2[N:5]=[C:4]([NH:12][C:13](=[O:24])[C:14]2[CH:19]=[CH:18][C:17]([C:20]([OH:23])([CH3:22])[CH3:21])=[CH:16][CH:15]=2)[CH:3]=1.Cl.[CH3:26][S:27]([N:30]1[CH2:36][CH2:35][CH2:34][NH:33][CH2:32][CH2:31]1)(=[O:29])=[O:28].C(N(CC)C(C)C)(C)C, predict the reaction product. The product is: [OH:23][C:20]([C:17]1[CH:18]=[CH:19][C:14]([C:13]([NH:12][C:4]2[CH:3]=[C:2]([N:33]3[CH2:34][CH2:35][CH2:36][N:30]([S:27]([CH3:26])(=[O:28])=[O:29])[CH2:31][CH2:32]3)[N:7]3[N:8]=[C:9]([CH3:11])[CH:10]=[C:6]3[N:5]=2)=[O:24])=[CH:15][CH:16]=1)([CH3:22])[CH3:21]. (7) Given the reactants C(OC1C=CC([O:13][CH:14]2[CH2:19][CH2:18][N:17]([C:20]([O:22][C:23]([CH3:26])([CH3:25])[CH3:24])=[O:21])[CH2:16][CH2:15]2)=CC=1)C1C=CC=CC=1, predict the reaction product. The product is: [C:23]([O:22][C:20]([N:17]1[CH2:18][CH2:19][CH:14]([OH:13])[CH2:15][CH2:16]1)=[O:21])([CH3:26])([CH3:24])[CH3:25].